Dataset: Forward reaction prediction with 1.9M reactions from USPTO patents (1976-2016). Task: Predict the product of the given reaction. (1) Given the reactants [OH:1][C:2]1[CH:10]=[CH:9][CH:8]=[C:4]([C:5]([OH:7])=[O:6])[C:3]=1[NH2:11].[Br:12]Br.CO.O, predict the reaction product. The product is: [NH2:11][C:3]1[C:2]([OH:1])=[CH:10][C:9]([Br:12])=[CH:8][C:4]=1[C:5]([OH:7])=[O:6]. (2) Given the reactants [F:1][C:2]1[CH:7]=[CH:6][C:5]([CH:8]([OH:29])[CH2:9][CH2:10][N:11]2[CH2:16][CH2:15][CH:14]([C:17]3[CH:18]=[C:19]([NH:23][C:24](=[O:28])[CH:25]([CH3:27])[CH3:26])[CH:20]=[CH:21][CH:22]=3)[CH2:13][CH2:12]2)=[CH:4][CH:3]=1.[F:30][C:31]([F:40])([F:39])[C:32]1[CH:37]=[CH:36][C:35](O)=[CH:34][CH:33]=1, predict the reaction product. The product is: [F:1][C:2]1[CH:3]=[CH:4][C:5]([CH:8]([O:29][C:35]2[CH:36]=[CH:37][C:32]([C:31]([F:40])([F:39])[F:30])=[CH:33][CH:34]=2)[CH2:9][CH2:10][N:11]2[CH2:16][CH2:15][CH:14]([C:17]3[CH:18]=[C:19]([NH:23][C:24](=[O:28])[CH:25]([CH3:26])[CH3:27])[CH:20]=[CH:21][CH:22]=3)[CH2:13][CH2:12]2)=[CH:6][CH:7]=1. (3) Given the reactants [CH:1]1[C:10]2[C:5](=[CH:6][CH:7]=[C:8]([OH:11])[CH:9]=2)[CH:4]=[CH:3][N:2]=1.Br[CH2:13][C:14]([O:16][CH2:17][CH3:18])=[O:15], predict the reaction product. The product is: [CH:1]1[C:10]2[C:5](=[CH:6][CH:7]=[C:8]([O:11][CH2:13][C:14]([O:16][CH2:17][CH3:18])=[O:15])[CH:9]=2)[CH:4]=[CH:3][N:2]=1. (4) Given the reactants Br[C:2]1[CH:3]=[C:4]([NH:8][C:9](=[O:19])[O:10][CH:11]2[CH:16]3[CH2:17][CH2:18][N:13]([CH2:14][CH2:15]3)[CH2:12]2)[CH:5]=[CH:6][CH:7]=1.[CH2:20]([C:22]1[CH:27]=[CH:26][CH:25]=[CH:24][C:23]=1B(O)O)[CH3:21], predict the reaction product. The product is: [CH2:20]([C:22]1[CH:27]=[CH:26][CH:25]=[CH:24][C:23]=1[C:2]1[CH:7]=[CH:6][CH:5]=[C:4]([NH:8][C:9](=[O:19])[O:10][CH:11]2[CH:16]3[CH2:17][CH2:18][N:13]([CH2:14][CH2:15]3)[CH2:12]2)[CH:3]=1)[CH3:21]. (5) Given the reactants Cl.[Na+].[C:3]1([S:9]([O-:11])=[O:10])[CH:8]=[CH:7][CH:6]=[CH:5][CH:4]=1, predict the reaction product. The product is: [C:3]1([S:9]([OH:11])=[O:10])[CH:8]=[CH:7][CH:6]=[CH:5][CH:4]=1. (6) Given the reactants C(OC([N:8]1[CH2:23][CH2:22][C:11]2[N:12]=[C:13]([C:16]3[CH:21]=[CH:20][CH:19]=[CH:18][CH:17]=3)[N:14]=[CH:15][C:10]=2[CH2:9]1)=O)(C)(C)C.[ClH:24], predict the reaction product. The product is: [ClH:24].[C:16]1([C:13]2[N:14]=[CH:15][C:10]3[CH2:9][NH:8][CH2:23][CH2:22][C:11]=3[N:12]=2)[CH:17]=[CH:18][CH:19]=[CH:20][CH:21]=1. (7) Given the reactants [N:1]1[C:10]2[C:5](=[CH:6][C:7]([CH2:11][N:12]3[C:16]4=[N:17][C:18]([C:21](=O)[CH3:22])=[CH:19][N:20]=[C:15]4[N:14]=[N:13]3)=[CH:8][CH:9]=2)[CH:4]=[CH:3][CH:2]=1.[O:24]1[CH2:29][CH2:28][N:27]([CH2:30][C:31]([NH:33][NH2:34])=[O:32])[CH2:26][CH2:25]1, predict the reaction product. The product is: [O:24]1[CH2:25][CH2:26][N:27]([CH2:30][C:31]([NH:33]/[N:34]=[C:21](/[C:18]2[N:17]=[C:16]3[N:12]([CH2:11][C:7]4[CH:6]=[C:5]5[C:10](=[CH:9][CH:8]=4)[N:1]=[CH:2][CH:3]=[CH:4]5)[N:13]=[N:14][C:15]3=[N:20][CH:19]=2)\[CH3:22])=[O:32])[CH2:28][CH2:29]1. (8) Given the reactants [C:1]([O:5][C:6]([N:8]([C:25]1[CH:30]=[CH:29][N:28]=[C:27](Cl)[N:26]=1)[C:9]1[CH:10]=[C:11]2[C:15](=[CH:16][CH:17]=1)[N:14]([C:18]([O:20][C:21]([CH3:24])([CH3:23])[CH3:22])=[O:19])[N:13]=[CH:12]2)=[O:7])([CH3:4])([CH3:3])[CH3:2].CC1(C)C(C)(C)OB([C:40]2[CH:41]=[C:42]([CH:52]=[CH:53][CH:54]=2)[O:43][CH2:44][C:45]([O:47][C:48]([CH3:51])([CH3:50])[CH3:49])=[O:46])O1.CC([O-])=O.[K+].CC(OC(OC(OC(C)(C)C)=O)=O)(C)C, predict the reaction product. The product is: [C:48]([O:47][C:45](=[O:46])[CH2:44][O:43][C:42]1[CH:52]=[C:53]([C:27]2[N:26]=[C:25]([N:8]([C:6]([O:5][C:1]([CH3:4])([CH3:3])[CH3:2])=[O:7])[C:9]3[CH:10]=[C:11]4[C:15](=[CH:16][CH:17]=3)[N:14]([C:18]([O:20][C:21]([CH3:24])([CH3:23])[CH3:22])=[O:19])[N:13]=[CH:12]4)[CH:30]=[CH:29][N:28]=2)[CH:54]=[CH:40][CH:41]=1)([CH3:51])([CH3:49])[CH3:50]. (9) Given the reactants [Br:1]CCCCCCCCCCCO.C(N(CC)CC)C.C(Cl)(=O)C=C.Br[CH2:27][CH2:28][CH2:29][CH2:30][CH2:31][CH2:32][CH2:33][CH2:34][CH2:35][CH2:36][CH2:37][O:38][C:39](=[O:42])[CH:40]=[CH2:41].[CH3:43][N:44]1[CH:48]=[CH:47][N:46]=[CH:45]1.C(C1C=C(C)C=C(C(C)(C)C)C=1O)(C)(C)C, predict the reaction product. The product is: [Br-:1].[C:39]([O:38][CH2:37][CH2:36][CH2:35][CH2:34][CH2:33][CH2:32][CH2:31][CH2:30][CH2:29][CH2:28][CH2:27][N+:46]1[CH:47]=[CH:48][N:44]([CH3:43])[CH:45]=1)(=[O:42])[CH:40]=[CH2:41].